From a dataset of Full USPTO retrosynthesis dataset with 1.9M reactions from patents (1976-2016). Predict the reactants needed to synthesize the given product. (1) Given the product [Cl:13][C:14]1[N:22]=[C:21]2[C:17]([N:18]=[CH:19][N:20]2[CH:23]2[CH2:28][CH2:27][CH2:26][CH2:25][O:24]2)=[C:16]([NH:12][CH2:11][C:1]2[C:10]3[C:5](=[CH:6][CH:7]=[CH:8][CH:9]=3)[CH:4]=[CH:3][CH:2]=2)[N:15]=1, predict the reactants needed to synthesize it. The reactants are: [C:1]1([CH2:11][NH2:12])[C:10]2[C:5](=[CH:6][CH:7]=[CH:8][CH:9]=2)[CH:4]=[CH:3][CH:2]=1.[Cl:13][C:14]1[N:22]=[C:21]2[C:17]([N:18]=[CH:19][N:20]2[CH:23]2[CH2:28][CH2:27][CH2:26][CH2:25][O:24]2)=[C:16](Cl)[N:15]=1.C(N(CC)CC)C. (2) Given the product [Cl:3][CH2:11][C:10]1[CH:9]=[C:8]([O:7][CH3:6])[CH:15]=[C:14]([O:16][CH3:17])[C:13]=1[CH:23]=[O:24], predict the reactants needed to synthesize it. The reactants are: O=P(Cl)(Cl)[Cl:3].[CH3:6][O:7][C:8]1[CH:9]=[C:10]([CH:13]=[C:14]([O:16][CH3:17])[CH:15]=1)[CH2:11]O.[OH-].[Na+].CN([CH:23]=[O:24])C. (3) Given the product [C:1]([N:4]1[C:13]2[C:8](=[CH:9][C:10]([C:14]3[CH:15]=[N:16][N:17]([CH:34]4[CH2:33][CH2:38][CH2:37][S:36](=[O:40])(=[O:39])[CH2:35]4)[CH:18]=3)=[CH:11][CH:12]=2)[N:7]([C:19]([O:21][CH:22]2[CH2:25][CH2:24][CH2:23]2)=[O:20])[CH2:6][C@@H:5]1[CH3:26])(=[O:3])[CH3:2], predict the reactants needed to synthesize it. The reactants are: [C:1]([N:4]1[C:13]2[C:8](=[CH:9][C:10]([C:14]3[CH:15]=[N:16][NH:17][CH:18]=3)=[CH:11][CH:12]=2)[N:7]([C:19]([O:21][CH:22]2[CH2:25][CH2:24][CH2:23]2)=[O:20])[CH2:6][C@@H:5]1[CH3:26])(=[O:3])[CH3:2].CN(C)C=O.Br[CH:33]1[CH2:38][CH2:37][S:36](=[O:40])(=[O:39])[CH2:35][CH2:34]1.C(=O)([O-])[O-].[Cs+].[Cs+]. (4) Given the product [CH3:25][O:24][C@@H:17]1[CH2:16][C@@H:15]([NH:14][C:2]2[C:7]([N+:8]([O-:10])=[O:9])=[CH:6][N:5]=[C:4]3[CH:11]=[CH:12][S:13][C:3]=23)[CH2:20][CH2:19][C@@H:18]1[CH2:21][C:22]#[N:23], predict the reactants needed to synthesize it. The reactants are: Cl[C:2]1[C:7]([N+:8]([O-:10])=[O:9])=[CH:6][N:5]=[C:4]2[CH:11]=[CH:12][S:13][C:3]=12.[NH2:14][C@H:15]1[CH2:20][CH2:19][C@H:18]([CH2:21][C:22]#[N:23])[C@H:17]([O:24][CH3:25])[CH2:16]1.C(N(CC)C(C)C)(C)C.